This data is from Full USPTO retrosynthesis dataset with 1.9M reactions from patents (1976-2016). The task is: Predict the reactants needed to synthesize the given product. (1) Given the product [Br:8][C:5]1[CH:6]=[CH:7][C:2]([O:13][CH2:12][CH:9]2[CH2:11][CH2:10]2)=[N:3][CH:4]=1, predict the reactants needed to synthesize it. The reactants are: Br[C:2]1[CH:7]=[CH:6][C:5]([Br:8])=[CH:4][N:3]=1.[CH:9]1([CH2:12][OH:13])[CH2:11][CH2:10]1. (2) Given the product [NH:1]1[C:5]2[CH:6]=[CH:7][C:8]([N:10]3[CH:27]([C:26]4[CH:25]=[CH:24][C:23]([N:20]5[CH2:21][CH2:22][N:17]([C:11]6[CH:12]=[CH:13][CH:14]=[CH:15][CH:16]=6)[CH2:18][CH2:19]5)=[CH:30][CH:29]=4)[C:31](=[O:37])[CH2:32][C:33]3=[O:35])=[CH:9][C:4]=2[N:3]=[CH:2]1, predict the reactants needed to synthesize it. The reactants are: [NH:1]1[C:5]2[CH:6]=[CH:7][C:8]([NH2:10])=[CH:9][C:4]=2[N:3]=[CH:2]1.[C:11]1([N:17]2[CH2:22][CH2:21][N:20]([C:23]3[CH:30]=[CH:29][C:26]([CH:27]=O)=[CH:25][CH:24]=3)[CH2:19][CH2:18]2)[CH:16]=[CH:15][CH:14]=[CH:13][CH:12]=1.[C:31]([O:37]C(C)(C)C)(=O)[CH2:32][C:33]([O-:35])=O.C(=O)(OC)OC(C)(C)C[N+]#[C-].CC(C)([O-])C.[Na+]. (3) Given the product [Cl:12][C:13]1[CH:18]=[C:17]([O:19][C:9]2[C:8]([F:11])=[CH:7][C:4]([CH:5]=[O:6])=[CH:3][C:2]=2[F:1])[CH:16]=[CH:15][N:14]=1, predict the reactants needed to synthesize it. The reactants are: [F:1][C:2]1[CH:3]=[C:4]([CH:7]=[C:8]([F:11])[C:9]=1F)[CH:5]=[O:6].[Cl:12][C:13]1[CH:18]=[C:17]([OH:19])[CH:16]=[CH:15][N:14]=1. (4) The reactants are: [Cl:1][C:2]1[N:3]=[CH:4][CH:5]=[C:6]2[C:11]=1[N:10]=[CH:9][C:8]([O:12]C)=[CH:7]2.B(Br)(Br)Br. Given the product [Cl:1][C:2]1[N:3]=[CH:4][CH:5]=[C:6]2[C:11]=1[N:10]=[CH:9][C:8]([OH:12])=[CH:7]2, predict the reactants needed to synthesize it.